This data is from Full USPTO retrosynthesis dataset with 1.9M reactions from patents (1976-2016). The task is: Predict the reactants needed to synthesize the given product. (1) Given the product [Cl:1][C:2]1[C:3]2[C:17]([C:31]#[C:30][Si:32]([CH3:35])([CH3:34])[CH3:33])=[CH:16][N:15]([CH2:19][C:20]3[C:25]([CH3:26])=[C:24]([O:27][CH3:28])[C:23]([CH3:29])=[CH:22][N:21]=3)[C:4]=2[N:5]=[C:6]([NH:8][C:9](=[O:14])[C:10]([CH3:13])([CH3:12])[CH3:11])[N:7]=1, predict the reactants needed to synthesize it. The reactants are: [Cl:1][C:2]1[C:3]2[C:17](I)=[CH:16][N:15]([CH2:19][C:20]3[C:25]([CH3:26])=[C:24]([O:27][CH3:28])[C:23]([CH3:29])=[CH:22][N:21]=3)[C:4]=2[N:5]=[C:6]([NH:8][C:9](=[O:14])[C:10]([CH3:13])([CH3:12])[CH3:11])[N:7]=1.[C:30]([Si:32]([CH3:35])([CH3:34])[CH3:33])#[CH:31]. (2) Given the product [O:13]=[C:11]1[NH:6][C@@H:5]([C:4]([O:3][CH3:2])=[O:9])[CH2:7][O:8]1, predict the reactants needed to synthesize it. The reactants are: Cl.[CH3:2][O:3][C:4](=[O:9])[C@@H:5]([CH2:7][OH:8])[NH2:6].Cl[C:11](Cl)([O:13]C(=O)OC(Cl)(Cl)Cl)Cl. (3) Given the product [Cl:1][C:2]1[CH:3]=[C:4]([C:10]2[CH2:14][C:13]([C:19]3[CH:20]=[C:21]([Cl:26])[CH:22]=[C:23]([Cl:25])[CH:24]=3)([C:15]([F:18])([F:17])[F:16])[O:12][N:11]=2)[CH:5]=[CH:6][C:7]=1[CH:8]=[O:9], predict the reactants needed to synthesize it. The reactants are: [Cl:1][C:2]1[CH:3]=[C:4]([C:10]2[CH2:14][C:13]([C:19]3[CH:24]=[C:23]([Cl:25])[CH:22]=[C:21]([Cl:26])[CH:20]=3)([C:15]([F:18])([F:17])[F:16])[O:12][N:11]=2)[CH:5]=[CH:6][C:7]=1[CH2:8][OH:9].[Cr](Cl)([O-])(=O)=O.[NH+]1C=CC=CC=1. (4) Given the product [CH2:13]([N:16]([CH2:17][CH:18]=[CH2:19])[C:4]1[C:5]2[S:10][CH:9]=[C:8]([CH3:11])[C:6]=2[N:7]=[C:2]([Cl:1])[N:3]=1)[CH:14]=[CH2:15], predict the reactants needed to synthesize it. The reactants are: [Cl:1][C:2]1[N:3]=[C:4](Cl)[C:5]2[S:10][CH:9]=[C:8]([CH3:11])[C:6]=2[N:7]=1.[CH2:13]([NH:16][CH2:17][CH:18]=[CH2:19])[CH:14]=[CH2:15]. (5) Given the product [NH2:19][C:18]1[S:17][C:3]2[C:4](=[O:16])[N:5]=[C:6]([S:8][CH2:9][C:10]3[CH:15]=[CH:14][CH:13]=[CH:12][CH:11]=3)[NH:7][C:2]=2[N:1]=1, predict the reactants needed to synthesize it. The reactants are: [NH2:1][C:2]1[NH:7][C:6]([S:8][CH2:9][C:10]2[CH:15]=[CH:14][CH:13]=[CH:12][CH:11]=2)=[N:5][C:4](=[O:16])[C:3]=1[S:17][C:18]#[N:19].O.